From a dataset of Full USPTO retrosynthesis dataset with 1.9M reactions from patents (1976-2016). Predict the reactants needed to synthesize the given product. (1) Given the product [CH:15]1([N:9]2[C:10]([C:11]([F:12])([F:13])[F:14])=[C:6]([C:4]([OH:5])=[O:3])[CH:7]=[N:8]2)[CH2:16][CH2:17][CH2:18][CH2:19]1, predict the reactants needed to synthesize it. The reactants are: C([O:3][C:4]([C:6]1[CH:7]=[N:8][N:9]([CH:15]2[CH2:19][CH2:18][CH2:17][CH2:16]2)[C:10]=1[C:11]([F:14])([F:13])[F:12])=[O:5])C.O.[OH-].[Li+]. (2) Given the product [ClH:1].[Cl:29][C:24]1[CH:23]=[C:22]([CH:27]=[CH:26][C:25]=1[F:28])[C:21]([NH:20][C@H:17]1[CH2:16][CH2:15][C@@H:14]([NH:13][C:2]2[C:3]([F:12])=[C:4]([N:9]([CH3:11])[CH3:10])[N:5]=[C:6]([CH3:8])[N:7]=2)[CH2:19][CH2:18]1)=[O:30], predict the reactants needed to synthesize it. The reactants are: [Cl:1][C:2]1[N:7]=[C:6]([CH3:8])[N:5]=[C:4]([N:9]([CH3:11])[CH3:10])[C:3]=1[F:12].[NH2:13][C@@H:14]1[CH2:19][CH2:18][C@H:17]([NH:20][C:21](=[O:30])[C:22]2[CH:27]=[CH:26][C:25]([F:28])=[C:24]([Cl:29])[CH:23]=2)[CH2:16][CH2:15]1. (3) Given the product [F:14][CH:12]1[CH2:13][NH:8][CH:9]([CH2:15][NH:16][C:17](=[O:23])[O:18][C:19]([CH3:21])([CH3:20])[CH3:22])[CH2:10][CH2:11]1, predict the reactants needed to synthesize it. The reactants are: C([N:8]1[CH:13]=[C:12]([F:14])[CH2:11][CH2:10][CH:9]1[CH2:15][NH:16][C:17](=[O:23])[O:18][C:19]([CH3:22])([CH3:21])[CH3:20])C1C=CC=CC=1. (4) The reactants are: CO[C:3]([C:5]1[N:6]=[CH:7][C:8]2[C:13]([C:14]=1[OH:15])=[CH:12][CH:11]=[C:10]([O:16][C:17]1[CH:22]=[CH:21][CH:20]=[CH:19][CH:18]=1)[CH:9]=2)=[O:4].[NH2:23][C:24]([CH3:30])([CH3:29])[CH2:25][C:26]([OH:28])=[O:27].C[O-].[Na+].Cl. Given the product [OH:15][C:14]1[C:13]2[C:8](=[CH:9][C:10]([O:16][C:17]3[CH:18]=[CH:19][CH:20]=[CH:21][CH:22]=3)=[CH:11][CH:12]=2)[CH:7]=[N:6][C:5]=1[C:3]([NH:23][C:24]([CH3:30])([CH3:29])[CH2:25][C:26]([OH:28])=[O:27])=[O:4], predict the reactants needed to synthesize it. (5) Given the product [Cl:25][C:8]1[N:6]2[CH:7]=[C:2]([CH:30]=[CH2:31])[CH:3]=[C:4]([C:26]([F:29])([F:28])[F:27])[C:5]2=[N:10][C:9]=1[C:11]([N:13]1[CH2:18][CH2:17][CH:16]([N:19]2[CH2:23][CH2:22][O:21][C:20]2=[O:24])[CH2:15][CH2:14]1)=[O:12], predict the reactants needed to synthesize it. The reactants are: Br[C:2]1[CH:3]=[C:4]([C:26]([F:29])([F:28])[F:27])[C:5]2[N:6]([C:8]([Cl:25])=[C:9]([C:11]([N:13]3[CH2:18][CH2:17][CH:16]([N:19]4[CH2:23][CH2:22][O:21][C:20]4=[O:24])[CH2:15][CH2:14]3)=[O:12])[N:10]=2)[CH:7]=1.[CH3:30][CH2:31]N(C(C)C)C(C)C. (6) Given the product [CH2:14]([O:13][C:10]([C:11]1[CH:18]=[C:19]([O:4][S:3]([C:2]([F:8])([F:7])[F:1])(=[O:9])=[O:5])[CH:20]=[C:21]([C:10]([O:13][CH2:14][CH3:15])=[O:12])[N:16]=1)=[O:12])[CH3:15], predict the reactants needed to synthesize it. The reactants are: [F:1][C:2]([F:8])([F:7])[S:3](Cl)(=[O:5])=[O:4].[OH2:9].[C:10]([O:13][CH2:14][CH3:15])(=[O:12])[CH3:11].[N:16]1[CH:21]=[CH:20][CH:19]=[CH:18]C=1.